This data is from Forward reaction prediction with 1.9M reactions from USPTO patents (1976-2016). The task is: Predict the product of the given reaction. (1) Given the reactants [NH2:1][C:2]1[CH:7]=[CH:6][CH:5]=[CH:4][N:3]=1.[C:8]([CH2:12][C:13]([O:15]CC)=O)(=O)[CH2:9][CH3:10].CC(O)=O.[Br:22]Br, predict the reaction product. The product is: [Br:22][C:12]1[C:13](=[O:15])[N:3]2[CH:4]=[CH:5][CH:6]=[CH:7][C:2]2=[N:1][C:8]=1[CH2:9][CH3:10]. (2) The product is: [Cl:31][C:32]1[CH:37]=[CH:36][C:35]([CH2:38][NH:19][C@H:16]2[CH2:15][CH2:14][C@@H:13]([O:12][C:11]3[C:2]([Cl:1])=[C:3]4[C:8](=[CH:9][CH:10]=3)[CH:7]=[N:6][CH:5]=[CH:4]4)[CH2:18][CH2:17]2)=[CH:34][C:33]=1[S:40]([N:43]=[CH:44][N:45]([CH3:46])[CH3:47])(=[O:42])=[O:41]. Given the reactants [Cl:1][C:2]1[C:11]([O:12][C@@H:13]2[CH2:18][CH2:17][C@H:16]([NH2:19])[CH2:15][CH2:14]2)=[CH:10][CH:9]=[C:8]2[C:3]=1[CH:4]=[CH:5][N:6]=[CH:7]2.C(N(CC)CC)C.C(O)(=O)C.[Cl:31][C:32]1[CH:37]=[CH:36][C:35]([CH:38]=O)=[CH:34][C:33]=1[S:40]([N:43]=[CH:44][N:45]([CH3:47])[CH3:46])(=[O:42])=[O:41].C([BH3-])#N.[Na+], predict the reaction product. (3) Given the reactants C([O:3][C:4](=[O:38])[C:5]([CH3:37])([C:30]1[CH:35]=[CH:34][C:33]([CH3:36])=[CH:32][CH:31]=1)[CH2:6][CH2:7][CH2:8][CH2:9][C:10](=[O:29])[CH2:11][CH2:12][CH2:13][CH2:14][C:15]([CH3:28])([C:21]1[CH:26]=[CH:25][C:24]([CH3:27])=[CH:23][CH:22]=1)[C:16]([O:18]CC)=[O:17])C.[OH-].[K+], predict the reaction product. The product is: [CH3:28][C:15]([C:21]1[CH:26]=[CH:25][C:24]([CH3:27])=[CH:23][CH:22]=1)([CH2:14][CH2:13][CH2:12][CH2:11][C:10](=[O:29])[CH2:9][CH2:8][CH2:7][CH2:6][C:5]([CH3:37])([C:30]1[CH:31]=[CH:32][C:33]([CH3:36])=[CH:34][CH:35]=1)[C:4]([OH:38])=[O:3])[C:16]([OH:18])=[O:17].